This data is from Forward reaction prediction with 1.9M reactions from USPTO patents (1976-2016). The task is: Predict the product of the given reaction. (1) Given the reactants [OH:1][C:2]1[CH:7]=[C:6]([CH3:8])[C:5]([C:9]2[CH:14]=[CH:13][CH:12]=[C:11]([CH:15]=[O:16])[CH:10]=2)=[C:4]([CH3:17])[CH:3]=1.[Cl:18]N1C(=O)CCC1=O.O, predict the reaction product. The product is: [Cl:18][C:3]1[C:4]([CH3:17])=[C:5]([C:9]2[CH:14]=[CH:13][CH:12]=[C:11]([CH:15]=[O:16])[CH:10]=2)[C:6]([CH3:8])=[CH:7][C:2]=1[OH:1]. (2) The product is: [CH3:17][N:3]1[CH2:4][CH2:5][CH2:6][CH2:7][C@@H:8]([NH:9][C:10](=[O:16])[O:11][C:12]([CH3:13])([CH3:15])[CH3:14])[C:2]1=[O:1]. Given the reactants [O:1]=[C:2]1[C@H:8]([NH:9][C:10](=[O:16])[O:11][C:12]([CH3:15])([CH3:14])[CH3:13])[CH2:7][CH2:6][CH2:5][CH2:4][NH:3]1.[CH3:17]I, predict the reaction product.